From a dataset of Reaction yield outcomes from USPTO patents with 853,638 reactions. Predict the reaction yield, written as a fraction of the theoretical maximum amount of product (1.0 means a 100% yield; for example, 0.34 means a 34% yield). (1) The reactants are Br[C:2]1[CH:11]=[C:10]2[C:5]([N:6]=[C:7]([N:15]3[CH2:20][CH2:19][N:18]([CH3:21])[CH2:17][CH2:16]3)[C:8]3[N:9]2[CH:12]=[N:13][N:14]=3)=[CH:4][CH:3]=1.[CH:22]([NH2:25])([CH3:24])[CH3:23].N1CCC[C@H]1C(O)=O.[O-]P([O-])([O-])=O.[K+].[K+].[K+]. The catalyst is O.CS(C)=O. The product is [CH:22]([NH:25][C:2]1[CH:11]=[C:10]2[C:5]([N:6]=[C:7]([N:15]3[CH2:20][CH2:19][N:18]([CH3:21])[CH2:17][CH2:16]3)[C:8]3[N:9]2[CH:12]=[N:13][N:14]=3)=[CH:4][CH:3]=1)([CH3:24])[CH3:23]. The yield is 0.430. (2) The reactants are [C:1]1(=[C:8]([C:25]2[CH:30]=[CH:29][CH:28]=[C:27]([OH:31])[CH:26]=2)[C:9]2[CH:14]=[CH:13][C:12](/[CH:15]=[CH:16]/[C:17]([O:19]C(C)(C)C)=[O:18])=[C:11]([F:24])[CH:10]=2)[CH2:7][CH2:6][CH2:5][CH2:4][CH2:3][CH2:2]1.C(O)(C(F)(F)F)=O. The catalyst is C(Cl)Cl. The product is [C:1]1(=[C:8]([C:25]2[CH:30]=[CH:29][CH:28]=[C:27]([OH:31])[CH:26]=2)[C:9]2[CH:14]=[CH:13][C:12](/[CH:15]=[CH:16]/[C:17]([OH:19])=[O:18])=[C:11]([F:24])[CH:10]=2)[CH2:7][CH2:6][CH2:5][CH2:4][CH2:3][CH2:2]1. The yield is 0.920. (3) The reactants are [C:1]1([N:7]2[C:11]3([CH2:16][CH2:15][NH:14][CH2:13][CH2:12]3)[C:10](=[O:17])[NH:9][CH2:8]2)[CH:6]=[CH:5][CH:4]=[CH:3][CH:2]=1.[C:18](O[C:18]([O:20][C:21]([CH3:24])([CH3:23])[CH3:22])=[O:19])([O:20][C:21]([CH3:24])([CH3:23])[CH3:22])=[O:19].C(N(C(C)C)CC)(C)C. The catalyst is ClCCl.CO. The product is [C:21]([O:20][C:18]([N:14]1[CH2:13][CH2:12][C:11]2([N:7]([C:1]3[CH:2]=[CH:3][CH:4]=[CH:5][CH:6]=3)[CH2:8][NH:9][C:10]2=[O:17])[CH2:16][CH2:15]1)=[O:19])([CH3:24])([CH3:23])[CH3:22]. The yield is 0.760.